From a dataset of Reaction yield outcomes from USPTO patents with 853,638 reactions. Predict the reaction yield, written as a fraction of the theoretical maximum amount of product (1.0 means a 100% yield; for example, 0.34 means a 34% yield). (1) The reactants are [C:1]([O:10][CH2:11][CH:12]=[CH2:13])(=[O:9])[CH2:2][C:3]([O:5][CH2:6][CH:7]=[CH2:8])=[O:4].[H-].[Na+].I.I[CH2:18][C:19]1[CH:20]=[N:21][CH:22]=[CH:23][CH:24]=1.O. The catalyst is C1COCC1. The product is [CH2:11]([O:10][C:1](=[O:9])[CH:2]([CH2:18][C:19]1[CH:20]=[N:21][CH:22]=[CH:23][CH:24]=1)[C:3]([O:5][CH2:6][CH:7]=[CH2:8])=[O:4])[CH:12]=[CH2:13]. The yield is 0.900. (2) The reactants are [O:1]1[CH:5]=[CH:4][CH:3]=[C:2]1[C:6]1[NH:11][C:10](=[O:12])[C:9]([C:13](N)=[O:14])=[CH:8][C:7]=1[C:16]1[CH:21]=[CH:20][N:19]=[CH:18][N:17]=1.[OH-:22].[K+].Cl. No catalyst specified. The product is [O:1]1[CH:5]=[CH:4][CH:3]=[C:2]1[C:6]1[NH:11][C:10](=[O:12])[C:9]([C:13]([OH:22])=[O:14])=[CH:8][C:7]=1[C:16]1[CH:21]=[CH:20][N:19]=[CH:18][N:17]=1. The yield is 1.00. (3) The reactants are Cl[C:2]([O:4][C:5]1[CH:10]=[CH:9][C:8]([C:11](=[O:22])[NH:12][CH2:13][CH2:14][C:15]2[CH:20]=[CH:19][C:18]([Cl:21])=[CH:17][CH:16]=2)=[CH:7][CH:6]=1)=[O:3].[O:23]1[CH2:27][CH2:26][CH2:25][CH:24]1[CH2:28][N:29]1[CH2:34][CH2:33][NH:32][CH2:31][CH2:30]1.[K+].[Br-].C(O)[C@H](O)[C@H]1OC(=O)C(O)=C1O. No catalyst specified. The product is [Cl:21][C:18]1[CH:19]=[CH:20][C:15]([CH2:14][CH2:13][NH:12][C:11]([C:8]2[CH:9]=[CH:10][C:5]([O:4][C:2]([N:32]3[CH2:31][CH2:30][N:29]([CH2:28][CH:24]4[CH2:25][CH2:26][CH2:27][O:23]4)[CH2:34][CH2:33]3)=[O:3])=[CH:6][CH:7]=2)=[O:22])=[CH:16][CH:17]=1. The yield is 0.120. (4) The reactants are [CH3:1][O:2][C:3]1[S:7][C:6]([C:8]([O:10]C)=[O:9])=[CH:5][C:4]=1[C:12]1[N:16]([CH3:17])[N:15]=[CH:14][CH:13]=1.[OH-].[Na+].Cl. The catalyst is O1CCCC1. The product is [CH3:1][O:2][C:3]1[S:7][C:6]([C:8]([OH:10])=[O:9])=[CH:5][C:4]=1[C:12]1[N:16]([CH3:17])[N:15]=[CH:14][CH:13]=1. The yield is 0.790. (5) The reactants are [CH3:1][N:2]1[C@@H:11]([C@H:12]2[O:21][C:19](=[O:20])[C:18]3[C:17]([O:22][CH3:23])=[C:16]([O:24][CH3:25])[CH:15]=[CH:14][C:13]2=3)[C:10]2[C:9]([O:26][CH3:27])=[C:8]3[O:28][CH2:29][O:30][C:7]3=[CH:6][C:5]=2[CH2:4][CH2:3]1.[BrH:31].O.[Br]. No catalyst specified. The product is [CH3:1][N:2]1[C@@H:11]([C@H:12]2[O:21][C:19](=[O:20])[C:18]3[C:17]([O:22][CH3:23])=[C:16]([O:24][CH3:25])[CH:15]=[CH:14][C:13]2=3)[C:10]2[C:9]([O:26][CH3:27])=[C:8]3[O:28][CH2:29][O:30][C:7]3=[C:6]([Br:31])[C:5]=2[CH2:4][CH2:3]1. The yield is 0.820. (6) The reactants are [CH2:1]([NH:8][C:9]([C:11]1[S:15][C:14]([N:16]2[CH:21]=[CH:20][C:19]([OH:22])=[CH:18][C:17]2=[O:23])=[N:13][C:12]=1[CH3:24])=[O:10])[C:2]1[CH:7]=[CH:6][CH:5]=[CH:4][CH:3]=1.[H-].[Na+].Br.Br[CH2:29][C:30]1[CH:31]=[N:32][CH:33]=[CH:34][CH:35]=1. The catalyst is CN(C)C=O.[I-].C([N+](CCCC)(CCCC)CCCC)CCC. The product is [CH2:1]([NH:8][C:9]([C:11]1[S:15][C:14]([N:16]2[CH:21]=[CH:20][C:19]([O:22][CH2:29][C:30]3[CH:31]=[N:32][CH:33]=[CH:34][CH:35]=3)=[CH:18][C:17]2=[O:23])=[N:13][C:12]=1[CH3:24])=[O:10])[C:2]1[CH:7]=[CH:6][CH:5]=[CH:4][CH:3]=1. The yield is 0.140. (7) The reactants are Cl[C:2]1[N:7]=[N:6][C:5]([N:8]2[CH2:13][CH2:12][N:11]([C:14]([C:16]3[CH:21]=[CH:20][CH:19]=[CH:18][CH:17]=3)=[O:15])[CH2:10][C@H:9]2[CH3:22])=[C:4]2[N:23]=[CH:24][CH:25]=[CH:26][C:3]=12.[OH:27][CH2:28][C:29]1[CH:34]=[CH:33][C:32](B(O)O)=[CH:31][CH:30]=1.C(=O)([O-])[O-].[Na+].[Na+]. The catalyst is C1C=CC([P]([Pd]([P](C2C=CC=CC=2)(C2C=CC=CC=2)C2C=CC=CC=2)([P](C2C=CC=CC=2)(C2C=CC=CC=2)C2C=CC=CC=2)[P](C2C=CC=CC=2)(C2C=CC=CC=2)C2C=CC=CC=2)(C2C=CC=CC=2)C2C=CC=CC=2)=CC=1. The product is [OH:27][CH2:28][C:29]1[CH:34]=[CH:33][C:32]([C:2]2[N:7]=[N:6][C:5]([N:8]3[CH2:13][CH2:12][N:11]([C:14]([C:16]4[CH:17]=[CH:18][CH:19]=[CH:20][CH:21]=4)=[O:15])[CH2:10][C@H:9]3[CH3:22])=[C:4]3[N:23]=[CH:24][CH:25]=[CH:26][C:3]=23)=[CH:31][CH:30]=1. The yield is 0.570.